Task: Regression. Given two drug SMILES strings and cell line genomic features, predict the synergy score measuring deviation from expected non-interaction effect.. Dataset: NCI-60 drug combinations with 297,098 pairs across 59 cell lines (1) Drug 1: C1=CC=C(C=C1)NC(=O)CCCCCCC(=O)NO. Drug 2: C1C(C(OC1N2C=NC(=NC2=O)N)CO)O. Cell line: NCI/ADR-RES. Synergy scores: CSS=37.2, Synergy_ZIP=0.193, Synergy_Bliss=2.59, Synergy_Loewe=0.124, Synergy_HSA=0.0539. (2) Drug 1: CC1=CC=C(C=C1)C2=CC(=NN2C3=CC=C(C=C3)S(=O)(=O)N)C(F)(F)F. Drug 2: C1CN1P(=S)(N2CC2)N3CC3. Cell line: OVCAR3. Synergy scores: CSS=24.0, Synergy_ZIP=-1.15, Synergy_Bliss=0.0240, Synergy_Loewe=9.69, Synergy_HSA=6.46. (3) Drug 1: CC12CCC(CC1=CCC3C2CCC4(C3CC=C4C5=CN=CC=C5)C)O. Drug 2: CS(=O)(=O)CCNCC1=CC=C(O1)C2=CC3=C(C=C2)N=CN=C3NC4=CC(=C(C=C4)OCC5=CC(=CC=C5)F)Cl. Cell line: MDA-MB-435. Synergy scores: CSS=2.18, Synergy_ZIP=6.14, Synergy_Bliss=3.04, Synergy_Loewe=-3.54, Synergy_HSA=-2.50. (4) Drug 1: C1C(C(OC1N2C=C(C(=O)NC2=O)F)CO)O. Drug 2: CC1C(C(CC(O1)OC2CC(CC3=C2C(=C4C(=C3O)C(=O)C5=CC=CC=C5C4=O)O)(C(=O)C)O)N)O. Cell line: SF-268. Synergy scores: CSS=44.8, Synergy_ZIP=-4.22, Synergy_Bliss=-3.99, Synergy_Loewe=-1.54, Synergy_HSA=2.11. (5) Cell line: MDA-MB-435. Synergy scores: CSS=1.52, Synergy_ZIP=1.00, Synergy_Bliss=4.48, Synergy_Loewe=-2.18, Synergy_HSA=-0.350. Drug 2: COC1=C2C(=CC3=C1OC=C3)C=CC(=O)O2. Drug 1: C1CC(C1)(C(=O)O)C(=O)O.[NH2-].[NH2-].[Pt+2]. (6) Drug 1: CC(CN1CC(=O)NC(=O)C1)N2CC(=O)NC(=O)C2. Drug 2: CN1C2=C(C=C(C=C2)N(CCCl)CCCl)N=C1CCCC(=O)O.Cl. Cell line: T-47D. Synergy scores: CSS=15.6, Synergy_ZIP=-2.94, Synergy_Bliss=2.36, Synergy_Loewe=1.45, Synergy_HSA=2.37. (7) Drug 1: CC12CCC(CC1=CCC3C2CCC4(C3CC=C4C5=CN=CC=C5)C)O. Drug 2: CN(C)N=NC1=C(NC=N1)C(=O)N. Cell line: NCIH23. Synergy scores: CSS=-0.0555, Synergy_ZIP=-2.12, Synergy_Bliss=-5.02, Synergy_Loewe=-7.27, Synergy_HSA=-5.86.